Dataset: Full USPTO retrosynthesis dataset with 1.9M reactions from patents (1976-2016). Task: Predict the reactants needed to synthesize the given product. (1) Given the product [Cl:39][C:37]1[CH:38]=[C:9]([OH:8])[CH:10]=[C:11]([Cl:40])[C:12]=1[CH2:13][C@@H:14]1[CH2:18][CH2:17][N:16]([C@H:19]2[CH2:20][CH2:21][C@H:22]([O:25][Si:26]([CH:27]([CH3:28])[CH3:29])([CH:33]([CH3:34])[CH3:35])[CH:30]([CH3:31])[CH3:32])[CH2:23][CH2:24]2)[C:15]1=[O:36], predict the reactants needed to synthesize it. The reactants are: C([O:8][C:9]1[CH:38]=[C:37]([Cl:39])[C:12]([CH2:13][C@@H:14]2[CH2:18][CH2:17][N:16]([C@H:19]3[CH2:24][CH2:23][C@H:22]([O:25][Si:26]([CH:33]([CH3:35])[CH3:34])([CH:30]([CH3:32])[CH3:31])[CH:27]([CH3:29])[CH3:28])[CH2:21][CH2:20]3)[C:15]2=[O:36])=[C:11]([Cl:40])[CH:10]=1)C1C=CC=CC=1.[H][H]. (2) Given the product [O:12]=[CH:2][CH2:3][CH2:4][CH2:5][C:6]([O:8][CH2:9][CH3:10])=[O:7], predict the reactants needed to synthesize it. The reactants are: Br[CH2:2][CH2:3][CH2:4][CH2:5][C:6]([O:8][CH2:9][CH3:10])=[O:7].C(=O)(O)[O-:12].[Na+].[N+]1([O-])C=CC=CC=1.